This data is from Catalyst prediction with 721,799 reactions and 888 catalyst types from USPTO. The task is: Predict which catalyst facilitates the given reaction. (1) Reactant: [Si]([O:8][CH2:9][CH2:10][NH:11][C:12]([C:14]1[C:19]([O:20][CH2:21][C:22]2[CH:27]=[CH:26][CH:25]=[CH:24][CH:23]=2)=[C:18]([OH:28])[N:17]=[C:16]([CH2:29][C:30]2([C:35]3[C:44]4[C:39](=[CH:40][CH:41]=[CH:42][CH:43]=4)[CH:38]=[CH:37][CH:36]=3)[CH2:34][CH2:33][CH2:32][CH2:31]2)[N:15]=1)=[O:13])(C(C)(C)C)(C)C.Cl.CO. Product: [OH:8][CH2:9][CH2:10][NH:11][C:12]([C:14]1[C:19]([O:20][CH2:21][C:22]2[CH:23]=[CH:24][CH:25]=[CH:26][CH:27]=2)=[C:18]([OH:28])[N:17]=[C:16]([CH2:29][C:30]2([C:35]3[C:44]4[C:39](=[CH:40][CH:41]=[CH:42][CH:43]=4)[CH:38]=[CH:37][CH:36]=3)[CH2:31][CH2:32][CH2:33][CH2:34]2)[N:15]=1)=[O:13]. The catalyst class is: 7. (2) Reactant: [N:1]1([C:6]2[CH:11]=[CH:10][C:9]([OH:12])=[CH:8][CH:7]=2)[CH:5]=[CH:4][N:3]=[CH:2]1.C([O-])([O-])=O.[K+].[K+].[N+](C1C=C(S(O[CH2:32][C@@H:33]2[CH2:35][O:34]2)(=O)=O)C=CC=1)([O-])=O. Product: [O:34]1[CH2:35][CH:33]1[CH2:32][O:12][C:9]1[CH:10]=[CH:11][C:6]([N:1]2[CH:5]=[CH:4][N:3]=[CH:2]2)=[CH:7][CH:8]=1. The catalyst class is: 3. (3) Reactant: [OH:1][C:2]1[NH:7][C:6](=[O:8])[N:5]([CH2:9][C:10]2[CH:15]=[CH:14][CH:13]=[CH:12][CH:11]=2)[C:4](=[O:16])[C:3]=1[C:17]([NH:19][CH2:20][C:21]([O:23]CC)=[O:22])=[O:18].[Cl:26][C:27]1[CH:34]=[CH:33][CH:32]=[C:31]([Cl:35])[C:28]=1[CH2:29]Br.C(=O)([O-])[O-].[Na+].[Na+].Cl. Product: [Cl:26][C:27]1[CH:34]=[CH:33][CH:32]=[C:31]([Cl:35])[C:28]=1[CH2:29][N:7]1[C:2]([OH:1])=[C:3]([C:17]([NH:19][CH2:20][C:21]([OH:23])=[O:22])=[O:18])[C:4](=[O:16])[N:5]([CH2:9][C:10]2[CH:15]=[CH:14][CH:13]=[CH:12][CH:11]=2)[C:6]1=[O:8]. The catalyst class is: 9. (4) Reactant: FC1C=C([C:12]2[N:17]=[C:16]3[N:18]([CH2:21][C:22]4[CH:23]=[C:24]5[C:29](=[CH:30][CH:31]=4)[N:28]=[CH:27][CH:26]=[CH:25]5)[N:19]=[N:20][C:15]3=[CH:14][CH:13]=2)C=CC=1C(NC)=O.[NH2:32][CH2:33][CH2:34][OH:35].C(=O)([O-])[O-].[Na+].[Na+]. Product: [N:28]1[C:29]2[C:24](=[CH:23][C:22]([CH2:21][N:18]3[C:16]4=[N:17][C:12]([NH:32][CH2:33][CH2:34][OH:35])=[CH:13][CH:14]=[C:15]4[N:20]=[N:19]3)=[CH:31][CH:30]=2)[CH:25]=[CH:26][CH:27]=1. The catalyst class is: 8. (5) Product: [CH2:15]([O:14][C:12]1[CH:13]=[C:8]([CH2:7][C:6]([OH:28])=[O:5])[CH:9]=[C:10]([C:22]2[CH:23]=[CH:24][CH:25]=[CH:26][CH:27]=2)[CH:11]=1)[C:16]1[CH:17]=[CH:18][CH:19]=[CH:20][CH:21]=1. The catalyst class is: 811. Reactant: [OH-].[Na+].C([O:5][C:6](=[O:28])[CH2:7][C:8]1[CH:9]=[C:10]([C:22]2[CH:27]=[CH:26][CH:25]=[CH:24][CH:23]=2)[CH:11]=[C:12]([O:14][CH2:15][C:16]2[CH:21]=[CH:20][CH:19]=[CH:18][CH:17]=2)[CH:13]=1)C. (6) Reactant: [NH2:1][C:2]1[CH:11]=[CH:10][C:5]([C:6]([O:8][CH3:9])=[O:7])=[CH:4][C:3]=1[C:12]([F:15])([F:14])[F:13].[N:16]([O-])=O.[Na+].O.O.[Sn](Cl)[Cl:23]. Product: [ClH:23].[NH:1]([C:2]1[CH:11]=[CH:10][C:5]([C:6]([O:8][CH3:9])=[O:7])=[CH:4][C:3]=1[C:12]([F:13])([F:14])[F:15])[NH2:16]. The catalyst class is: 126. (7) Reactant: [C:1]1([CH2:7][CH2:8][C:9]([OH:11])=O)[CH2:6][CH2:5][CH2:4][CH2:3][CH:2]=1.C1(P(C2C=CC=CC=2)C2C=CC=CC=2)C=CC=CC=1.[CH:31]1[CH:36]=[C:35]([S:37][S:37][C:35]2[N:34]=[CH:33][CH:32]=[CH:31][CH:36]=2)[N:34]=[CH:33][CH:32]=1. Product: [N:34]1[CH:33]=[CH:32][CH:31]=[CH:36][C:35]=1[S:37][C:9](=[O:11])[CH2:8][CH2:7][C:1]1[CH2:6][CH2:5][CH2:4][CH2:3][CH:2]=1. The catalyst class is: 2.